The task is: Predict the reactants needed to synthesize the given product.. This data is from Full USPTO retrosynthesis dataset with 1.9M reactions from patents (1976-2016). (1) Given the product [CH3:26][C:23]1[S:22][C:21]([NH:20][C:4]([C:6]2[C:11]([NH:12][C:13]3[CH:14]=[N:15][CH:16]=[CH:17][CH:18]=3)=[CH:10][CH:9]=[C:8]([CH3:19])[N:7]=2)=[O:5])=[N:25][CH:24]=1, predict the reactants needed to synthesize it. The reactants are: C(O[C:4]([C:6]1[C:11]([NH:12][C:13]2[CH:14]=[N:15][CH:16]=[CH:17][CH:18]=2)=[CH:10][CH:9]=[C:8]([CH3:19])[N:7]=1)=[O:5])C.[NH2:20][C:21]1[S:22][C:23]([CH3:26])=[CH:24][N:25]=1. (2) Given the product [C:1]([C:3]1[CH:4]=[C:5]([CH:10]([CH3:18])[C:11]([O:13][C:14]([CH3:17])([CH3:16])[CH3:15])=[O:12])[CH:6]=[CH:7][C:8]=1[O:32][C:29]1[CH:30]=[CH:31][C:26]([NH:25][C:23](=[O:24])[C:22]2[CH:33]=[CH:34][C:35]([Cl:36])=[C:20]([Cl:19])[CH:21]=2)=[CH:27][CH:28]=1)#[N:2], predict the reactants needed to synthesize it. The reactants are: [C:1]([C:3]1[CH:4]=[C:5]([CH:10]([CH3:18])[C:11]([O:13][C:14]([CH3:17])([CH3:16])[CH3:15])=[O:12])[CH:6]=[CH:7][C:8]=1F)#[N:2].[Cl:19][C:20]1[CH:21]=[C:22]([CH:33]=[CH:34][C:35]=1[Cl:36])[C:23]([NH:25][C:26]1[CH:31]=[CH:30][C:29]([OH:32])=[CH:28][CH:27]=1)=[O:24].C([O-])([O-])=O.[K+].[K+].